Task: Predict the reaction yield, written as a fraction of the theoretical maximum amount of product (1.0 means a 100% yield; for example, 0.34 means a 34% yield).. Dataset: Reaction yield outcomes from USPTO patents with 853,638 reactions (1) The reactants are [F:1][C:2]1[CH:7]=[C:6]([CH3:8])[CH:5]=[CH:4][C:3]=1[OH:9].[Br:10]Br. No catalyst specified. The product is [Br:10][C:4]1[CH:5]=[C:6]([CH3:8])[CH:7]=[C:2]([F:1])[C:3]=1[OH:9]. The yield is 0.560. (2) The catalyst is CS(C)=O. The product is [Cl:16][C:15]1[C:3]([CH2:2][O:28][C:21]2[CH:22]=[N:23][C:24]([CH:25]3[CH2:27][CH2:26]3)=[C:19]([Cl:18])[CH:20]=2)=[CH:4][C:5]([F:17])=[C:6]([CH:14]=1)[C:7]([O:9][C:10]([CH3:13])([CH3:12])[CH3:11])=[O:8]. The reactants are Br[CH2:2][C:3]1[C:15]([Cl:16])=[CH:14][C:6]([C:7]([O:9][C:10]([CH3:13])([CH3:12])[CH3:11])=[O:8])=[C:5]([F:17])[CH:4]=1.[Cl:18][C:19]1[CH:20]=[C:21]([OH:28])[CH:22]=[N:23][C:24]=1[CH:25]1[CH2:27][CH2:26]1.C([O-])([O-])=O.[K+].[K+]. The yield is 0.460. (3) The reactants are [CH2:1]1[O:11][C:4]2([CH2:9][CH2:8][C:7](=O)[CH2:6][CH2:5]2)[O:3][CH2:2]1.[CH2:12]([NH2:15])[CH2:13][CH3:14].[H][H]. The catalyst is CO.[Pd]. The product is [O:3]1[C:4]2([CH2:9][CH2:8][CH:7]([NH:15][CH2:12][CH2:13][CH3:14])[CH2:6][CH2:5]2)[O:11][CH2:1][CH2:2]1. The yield is 1.00. (4) The yield is 0.580. No catalyst specified. The product is [OH2:24].[OH2:32].[ClH:31].[ClH:31].[F:1][C:2]1[CH:3]=[N:4][C:5]([NH:8][C:9]2[S:10][C:11]3[CH2:17][CH2:16][N:15]([CH2:18][CH2:19][CH2:20][N:21]4[CH2:26][CH2:25][O:24][CH2:23][CH2:22]4)[C:14]4=[N:27][NH:28][CH:29]=[C:13]4[C:12]=3[N:30]=2)=[N:6][CH:7]=1. The reactants are [F:1][C:2]1[CH:3]=[N:4][C:5]([NH:8][C:9]2[S:10][C:11]3[CH2:17][CH2:16][N:15]([CH2:18][CH2:19][CH2:20][N:21]4[CH2:26][CH2:25][O:24][CH2:23][CH2:22]4)[C:14]4=[N:27][NH:28][CH:29]=[C:13]4[C:12]=3[N:30]=2)=[N:6][CH:7]=1.[ClH:31].[O:32]1CCOCC1. (5) The reactants are Cl[CH2:2][CH:3]1[O:8][C:7]2[CH:9]=[C:10]([S:13]([CH3:16])(=[O:15])=[O:14])[CH:11]=[CH:12][C:6]=2[CH2:5][O:4]1.[CH3:17][CH:18]([NH2:20])[CH3:19].C(=O)([O-])[O-].[K+].[K+].[I-].[Na+]. The catalyst is C(#N)C. The product is [CH3:16][S:13]([C:10]1[CH:11]=[CH:12][C:6]2[CH2:5][O:4][CH:3]([CH2:2][NH:20][CH:18]([CH3:19])[CH3:17])[O:8][C:7]=2[CH:9]=1)(=[O:15])=[O:14]. The yield is 0.550. (6) The product is [NH3:4].[OH:40][CH:39]([CH2:41][OH:34])[CH2:38][NH:4][C:5]1[C:10]([CH3:11])=[CH:9][C:8]([CH2:12][CH2:13][C:14]([C:16]2[S:17][C:18]([CH2:27][CH3:28])=[C:19]3[CH2:24][C:23]([CH3:26])([CH3:25])[CH2:22][CH2:21][C:20]=23)=[O:15])=[CH:7][C:6]=1[CH3:29]. The catalyst is O.O=[Os](=O)(=O)=O.C(O)(C)(C)C. The reactants are C([NH:4][C:5]1[C:10]([CH3:11])=[CH:9][C:8]([CH2:12][CH2:13][C:14]([C:16]2[S:17][C:18]([CH2:27][CH3:28])=[C:19]3[CH2:24][C:23]([CH3:26])([CH3:25])[CH2:22][CH2:21][C:20]=23)=[O:15])=[CH:7][C:6]=1[CH3:29])C=C.C[N+]1([O-])CC[O:34]CC1.[CH3:38][C:39]([CH3:41])=[O:40]. The yield is 0.250. (7) The reactants are [NH:1]1[C:5](=[O:6])[C:4]2([C:14]3[CH:13]=[CH:12][S:11][C:10]=3[CH2:9][CH2:8][CH2:7]2)[NH:3][C:2]1=O.COC1C=CC(P2(=S)SP(=S)(C3C=CC(OC)=CC=3)[S:25]2)=CC=1. The catalyst is O1CCOCC1. The product is [S:25]=[C:2]1[NH:3][C:4]2([C:14]3[CH:13]=[CH:12][S:11][C:10]=3[CH2:9][CH2:8][CH2:7]2)[C:5](=[O:6])[NH:1]1. The yield is 1.00.